The task is: Predict the reaction yield, written as a fraction of the theoretical maximum amount of product (1.0 means a 100% yield; for example, 0.34 means a 34% yield).. This data is from Reaction yield outcomes from USPTO patents with 853,638 reactions. (1) The reactants are [CH2:1]([O:8][C:9]([NH:11][CH2:12][C:13]([OH:15])=O)=[O:10])[C:2]1[CH:7]=[CH:6][CH:5]=[CH:4][CH:3]=1.CN(C(ON1N=NC2C=CC=NC1=2)=[N+](C)C)C.F[P-](F)(F)(F)(F)F.CCN(C(C)C)C(C)C.[CH:49]12[CH2:58][CH:53]3[CH2:54][CH:55]([CH2:57][CH:51]([CH2:52]3)[NH:50]1)[CH2:56]2. The catalyst is ClCCl. The product is [CH2:1]([O:8][C:9](=[O:10])[NH:11][CH2:12][C:13]([N:50]1[CH:51]2[CH2:57][CH:55]3[CH2:54][CH:53]([CH2:58][CH:49]1[CH2:56]3)[CH2:52]2)=[O:15])[C:2]1[CH:3]=[CH:4][CH:5]=[CH:6][CH:7]=1. The yield is 0.830. (2) The reactants are [Br:1][C:2]1[CH:10]=[CH:9][C:5]([C:6]([OH:8])=[O:7])=[C:4]([Cl:11])[CH:3]=1.O[N:13]1[C:17](=[O:18])[CH2:16][CH2:15][C:14]1=[O:19].CCN=C=NCCCN(C)C. The catalyst is O1CCCC1.CN(C)C=O. The product is [Br:1][C:2]1[CH:10]=[CH:9][C:5]([C:6]([O:8][N:13]2[C:17](=[O:18])[CH2:16][CH2:15][C:14]2=[O:19])=[O:7])=[C:4]([Cl:11])[CH:3]=1. The yield is 0.920. (3) The reactants are FC(F)(F)S([O-])(=O)=O.[Mg+2].FC(F)(F)S([O-])(=O)=O.[O:18]1[CH2:20][C@H:19]1[C:21]([O:23][CH3:24])=[O:22].[Si:25]([O:32][CH2:33][C@H:34]([OH:36])[CH3:35])([C:28]([CH3:31])([CH3:30])[CH3:29])([CH3:27])[CH3:26]. No catalyst specified. The product is [Si:25]([O:32][CH2:33][C@H:34]([O:36][CH2:20][C@H:19]([OH:18])[C:21]([O:23][CH3:24])=[O:22])[CH3:35])([C:28]([CH3:31])([CH3:30])[CH3:29])([CH3:27])[CH3:26]. The yield is 0.398.